Regression. Given two drug SMILES strings and cell line genomic features, predict the synergy score measuring deviation from expected non-interaction effect. From a dataset of NCI-60 drug combinations with 297,098 pairs across 59 cell lines. Drug 1: CNC(=O)C1=NC=CC(=C1)OC2=CC=C(C=C2)NC(=O)NC3=CC(=C(C=C3)Cl)C(F)(F)F. Drug 2: CS(=O)(=O)OCCCCOS(=O)(=O)C. Cell line: OVCAR3. Synergy scores: CSS=-11.8, Synergy_ZIP=5.31, Synergy_Bliss=4.69, Synergy_Loewe=-6.46, Synergy_HSA=-5.63.